Dataset: Catalyst prediction with 721,799 reactions and 888 catalyst types from USPTO. Task: Predict which catalyst facilitates the given reaction. (1) Reactant: [N+:1]([C:4]1[CH:5]=[C:6]([N:17]2[CH2:22][CH2:21][NH:20][CH2:19][CH2:18]2)[CH:7]=[CH:8][C:9]=1[S:10][C:11]1[CH:16]=[CH:15][CH:14]=[CH:13][CH:12]=1)([O-:3])=[O:2].[OH-].[Na+].[C:25](O[C:25]([O:27][C:28]([CH3:31])([CH3:30])[CH3:29])=[O:26])([O:27][C:28]([CH3:31])([CH3:30])[CH3:29])=[O:26].Cl. Product: [N+:1]([C:4]1[CH:5]=[C:6]([N:17]2[CH2:22][CH2:21][N:20]([C:25]([O:27][C:28]([CH3:31])([CH3:30])[CH3:29])=[O:26])[CH2:19][CH2:18]2)[CH:7]=[CH:8][C:9]=1[S:10][C:11]1[CH:12]=[CH:13][CH:14]=[CH:15][CH:16]=1)([O-:3])=[O:2]. The catalyst class is: 249. (2) Reactant: [CH2:1]([C:3]1[CH:8]=[C:7]([CH3:9])[CH:6]=[C:5]([CH2:10][CH3:11])[C:4]=1[C:12](=[O:17])[C:13]([NH:15][NH2:16])=[O:14])[CH3:2].[CH:18](=O)[C:19]1[CH:24]=[CH:23][CH:22]=[CH:21][CH:20]=1. Product: [CH2:1]([C:3]1[CH:8]=[C:7]([CH3:9])[CH:6]=[C:5]([CH2:10][CH3:11])[C:4]=1[C:12](=[O:17])[C:13]([NH:15][N:16]=[CH:18][C:19]1[CH:24]=[CH:23][CH:22]=[CH:21][CH:20]=1)=[O:14])[CH3:2]. The catalyst class is: 11. (3) Reactant: [OH-].[Li+].[CH2:3]1[CH:14]2[CH:6]([NH:7][C:8]3[C:9]([C:15]([NH:17][C@@H:18]([CH3:24])[C:19]([O:21]CC)=[O:20])=[O:16])=[CH:10][CH:11]=[CH:12][C:13]=32)[CH2:5][CH2:4]1. Product: [CH2:3]1[CH:14]2[CH:6]([NH:7][C:8]3[C:9]([C:15]([NH:17][C@@H:18]([CH3:24])[C:19]([OH:21])=[O:20])=[O:16])=[CH:10][CH:11]=[CH:12][C:13]=32)[CH2:5][CH2:4]1. The catalyst class is: 1. (4) Reactant: [CH3:1][C:2]1([C:15]2[CH:20]=[CH:19][CH:18]=[CH:17][CH:16]=2)[CH2:6][C:5](=[O:7])[CH2:4][N:3]1[C:8]([O:10][C:11]([CH3:14])([CH3:13])[CH3:12])=[O:9].[Li+].C[Si]([N-][Si](C)(C)C)(C)C.C1C(Cl)=CN=C(N([S:39]([C:42]([F:45])([F:44])[F:43])(=[O:41])=[O:40])[S:39]([C:42]([F:45])([F:44])[F:43])(=[O:41])=[O:40])C=1.[NH4+].[Cl-]. Product: [CH3:1][C:2]1([C:15]2[CH:20]=[CH:19][CH:18]=[CH:17][CH:16]=2)[CH:6]=[C:5]([O:7][S:39]([C:42]([F:45])([F:44])[F:43])(=[O:41])=[O:40])[CH2:4][N:3]1[C:8]([O:10][C:11]([CH3:12])([CH3:13])[CH3:14])=[O:9]. The catalyst class is: 1. (5) The catalyst class is: 429. Reactant: [CH2:1]([C@@H:8]([NH:25][CH3:26])[CH2:9][N:10]1[CH2:15][CH2:14][C:13]([C:16]2[CH:21]=[C:20]([F:22])[CH:19]=[CH:18][C:17]=2[O:23][CH3:24])=[CH:12][CH2:11]1)[C:2]1[CH:7]=[CH:6][CH:5]=[CH:4][CH:3]=1.C(N(CC)CC)C.[CH3:34][C:35]1([C:41](Cl)=[O:42])[CH2:40][CH2:39][CH2:38][CH2:37][CH2:36]1.C(O)(=O)/C=C/C(O)=O. Product: [CH2:1]([C@@H:8]([N:25]([CH3:26])[C:41]([C:35]1([CH3:34])[CH2:40][CH2:39][CH2:38][CH2:37][CH2:36]1)=[O:42])[CH2:9][N:10]1[CH2:15][CH2:14][CH:13]([C:16]2[CH:21]=[C:20]([F:22])[CH:19]=[CH:18][C:17]=2[O:23][CH3:24])[CH2:12][CH2:11]1)[C:2]1[CH:3]=[CH:4][CH:5]=[CH:6][CH:7]=1. (6) Reactant: [NH:1]1[C:5]2=[N:6][CH:7]=[C:8]([O:10][C:11]3[CH:38]=[C:37]([N:39]4[CH2:44][CH2:43][N:42]([CH2:45][C:46]5[CH2:51][CH2:50][C:49]([CH3:53])([CH3:52])[CH2:48][C:47]=5[C:54]5[CH:59]=[CH:58][C:57]([Cl:60])=[CH:56][CH:55]=5)[CH2:41][CH2:40]4)[CH:36]=[CH:35][C:12]=3[C:13]([NH:15][S:16]([C:19]3[CH:24]=[CH:23][C:22]([NH:25][CH:26]4[CH2:31][CH2:30][NH:29][CH2:28][CH2:27]4)=[C:21]([N+:32]([O-:34])=[O:33])[CH:20]=3)(=[O:18])=[O:17])=[O:14])[CH:9]=[C:4]2[CH:3]=[CH:2]1.[O:61]1[CH2:64][C:63](=O)[CH2:62]1.C([BH3-])#N. Product: [Cl:60][C:57]1[CH:56]=[CH:55][C:54]([C:47]2[CH2:48][C:49]([CH3:53])([CH3:52])[CH2:50][CH2:51][C:46]=2[CH2:45][N:42]2[CH2:41][CH2:40][N:39]([C:37]3[CH:36]=[CH:35][C:12]([C:13]([NH:15][S:16]([C:19]4[CH:24]=[CH:23][C:22]([NH:25][CH:26]5[CH2:31][CH2:30][N:29]([CH:63]6[CH2:64][O:61][CH2:62]6)[CH2:28][CH2:27]5)=[C:21]([N+:32]([O-:34])=[O:33])[CH:20]=4)(=[O:18])=[O:17])=[O:14])=[C:11]([O:10][C:8]4[CH:9]=[C:4]5[CH:3]=[CH:2][NH:1][C:5]5=[N:6][CH:7]=4)[CH:38]=3)[CH2:44][CH2:43]2)=[CH:59][CH:58]=1. The catalyst class is: 506.